The task is: Regression. Given two drug SMILES strings and cell line genomic features, predict the synergy score measuring deviation from expected non-interaction effect.. This data is from NCI-60 drug combinations with 297,098 pairs across 59 cell lines. (1) Drug 1: COC1=CC(=CC(=C1O)OC)C2C3C(COC3=O)C(C4=CC5=C(C=C24)OCO5)OC6C(C(C7C(O6)COC(O7)C8=CC=CS8)O)O. Drug 2: CC1C(C(CC(O1)OC2CC(CC3=C2C(=C4C(=C3O)C(=O)C5=CC=CC=C5C4=O)O)(C(=O)C)O)N)O. Cell line: MDA-MB-435. Synergy scores: CSS=47.6, Synergy_ZIP=-3.25, Synergy_Bliss=-0.410, Synergy_Loewe=-10.1, Synergy_HSA=-0.0514. (2) Drug 1: CS(=O)(=O)C1=CC(=C(C=C1)C(=O)NC2=CC(=C(C=C2)Cl)C3=CC=CC=N3)Cl. Drug 2: C1CCC(C1)C(CC#N)N2C=C(C=N2)C3=C4C=CNC4=NC=N3. Cell line: T-47D. Synergy scores: CSS=-1.63, Synergy_ZIP=0.473, Synergy_Bliss=4.18, Synergy_Loewe=-6.63, Synergy_HSA=-0.890. (3) Drug 1: C1=CC(=CC=C1CCCC(=O)O)N(CCCl)CCCl. Drug 2: C1C(C(OC1N2C=NC3=C(N=C(N=C32)Cl)N)CO)O. Cell line: MOLT-4. Synergy scores: CSS=78.4, Synergy_ZIP=0.0591, Synergy_Bliss=-1.73, Synergy_Loewe=-2.10, Synergy_HSA=0.653. (4) Drug 1: CC(C)NC(=O)C1=CC=C(C=C1)CNNC.Cl. Drug 2: CC1C(C(CC(O1)OC2CC(CC3=C2C(=C4C(=C3O)C(=O)C5=CC=CC=C5C4=O)O)(C(=O)C)O)N)O. Cell line: OVCAR-5. Synergy scores: CSS=36.2, Synergy_ZIP=0.430, Synergy_Bliss=1.80, Synergy_Loewe=-0.715, Synergy_HSA=5.04. (5) Cell line: KM12. Drug 2: CC12CCC3C(C1CCC2O)C(CC4=C3C=CC(=C4)O)CCCCCCCCCS(=O)CCCC(C(F)(F)F)(F)F. Synergy scores: CSS=0.708, Synergy_ZIP=-2.23, Synergy_Bliss=-2.97, Synergy_Loewe=-4.03, Synergy_HSA=-4.00. Drug 1: C1=CC=C(C(=C1)C(C2=CC=C(C=C2)Cl)C(Cl)Cl)Cl. (6) Drug 1: COC1=CC(=CC(=C1O)OC)C2C3C(COC3=O)C(C4=CC5=C(C=C24)OCO5)OC6C(C(C7C(O6)COC(O7)C8=CC=CS8)O)O. Drug 2: C1C(C(OC1N2C=NC3=C(N=C(N=C32)Cl)N)CO)O. Cell line: MDA-MB-231. Synergy scores: CSS=37.8, Synergy_ZIP=-6.37, Synergy_Bliss=0.558, Synergy_Loewe=2.27, Synergy_HSA=3.09. (7) Synergy scores: CSS=21.8, Synergy_ZIP=-6.70, Synergy_Bliss=-2.66, Synergy_Loewe=-1.75, Synergy_HSA=-0.000287. Drug 1: CN1C(=O)N2C=NC(=C2N=N1)C(=O)N. Drug 2: C1CC(CCC1OC2=C(C(=CC=C2)Cl)F)(CC3=NC(=CC=C3)NC4=NC=CS4)C(=O)O. Cell line: UACC62. (8) Drug 1: C1=NC(=NC(=O)N1C2C(C(C(O2)CO)O)O)N. Drug 2: CC(C)CN1C=NC2=C1C3=CC=CC=C3N=C2N. Cell line: SNB-19. Synergy scores: CSS=21.2, Synergy_ZIP=-0.688, Synergy_Bliss=0.513, Synergy_Loewe=1.41, Synergy_HSA=1.40.